Dataset: Rat liver microsome stability data. Task: Regression/Classification. Given a drug SMILES string, predict its absorption, distribution, metabolism, or excretion properties. Task type varies by dataset: regression for continuous measurements (e.g., permeability, clearance, half-life) or binary classification for categorical outcomes (e.g., BBB penetration, CYP inhibition). Dataset: rlm. The molecule is O=C(NCCCCN1CCN(c2ccc(Cl)cc2Cl)CC1)c1ccc(-c2ccsc2)cc1. The result is 1 (stable in rat liver microsomes).